Dataset: Peptide-MHC class II binding affinity with 134,281 pairs from IEDB. Task: Regression. Given a peptide amino acid sequence and an MHC pseudo amino acid sequence, predict their binding affinity value. This is MHC class II binding data. (1) The peptide sequence is TDIAEMGANLCVERV. The MHC is DRB1_1301 with pseudo-sequence DRB1_1301. The binding affinity (normalized) is 0.407. (2) The peptide sequence is AFNVENGNATPQLTK. The MHC is DRB3_0101 with pseudo-sequence DRB3_0101. The binding affinity (normalized) is 0.373. (3) The peptide sequence is IAGYKTFDGRGAQVY. The MHC is HLA-DQA10101-DQB10501 with pseudo-sequence HLA-DQA10101-DQB10501. The binding affinity (normalized) is 0.117. (4) The peptide sequence is CGHGNKSSGPNELGRFKH. The MHC is DRB1_0301 with pseudo-sequence DRB1_0301. The binding affinity (normalized) is 0. (5) The peptide sequence is AAEVLVVLSELPDFL. The MHC is DRB1_0701 with pseudo-sequence DRB1_0701. The binding affinity (normalized) is 0.415. (6) The MHC is DRB1_1302 with pseudo-sequence DRB1_1302. The peptide sequence is YDKFLANVSTVLTPK. The binding affinity (normalized) is 0.961.